This data is from Forward reaction prediction with 1.9M reactions from USPTO patents (1976-2016). The task is: Predict the product of the given reaction. Given the reactants Cl.[C:2]([NH:6][NH2:7])([CH3:5])([CH3:4])[CH3:3].CN([CH:11]=[C:12]([C:16](=O)[CH3:17])[C:13]([O-:15])=[O:14])C.[CH2:19](O)[CH3:20], predict the reaction product. The product is: [C:2]([N:6]1[C:16]([CH3:17])=[C:12]([C:13]([O:15][CH2:19][CH3:20])=[O:14])[CH:11]=[N:7]1)([CH3:5])([CH3:4])[CH3:3].